Dataset: Full USPTO retrosynthesis dataset with 1.9M reactions from patents (1976-2016). Task: Predict the reactants needed to synthesize the given product. (1) The reactants are: [OH-].[Na+].[F:3][C:4]([F:26])([F:25])[C:5]1[CH:6]=[C:7]([C:11]2[N:24]=[C:14]3[C:15]([C:19]([O:21]CC)=[O:20])=[CH:16][CH:17]=[CH:18][N:13]3[N:12]=2)[CH:8]=[CH:9][CH:10]=1. Given the product [F:25][C:4]([F:3])([F:26])[C:5]1[CH:6]=[C:7]([C:11]2[N:24]=[C:14]3[C:15]([C:19]([OH:21])=[O:20])=[CH:16][CH:17]=[CH:18][N:13]3[N:12]=2)[CH:8]=[CH:9][CH:10]=1, predict the reactants needed to synthesize it. (2) Given the product [CH2:19]([O:18][C:16](=[O:17])[CH2:15][C:12]1[CH:13]=[CH:14][C:9]([O:8][CH2:7][C:6]2[C:2]([CH3:1])=[N:3][O:4][C:5]=2[CH3:28])=[C:10]([CH:11]=1)[C:26]([OH:30])=[O:27])[C:20]1[CH:21]=[CH:22][CH:23]=[CH:24][CH:25]=1, predict the reactants needed to synthesize it. The reactants are: [CH3:1][C:2]1[C:6]([CH2:7][O:8][C:9]2[CH:14]=[CH:13][C:12]([CH2:15][C:16]([O:18][CH2:19][C:20]3[CH:25]=[CH:24][CH:23]=[CH:22][CH:21]=3)=[O:17])=[CH:11][C:10]=2[CH:26]=[O:27])=[C:5]([CH3:28])[O:4][N:3]=1.P([O-])(O)(O)=[O:30].[Na+].Cl([O-])=O.[Na+].C([O-])([O-])=O.[Na+].[Na+]. (3) Given the product [ClH:42].[NH2:8][C:9]1([C:39]([OH:41])=[O:40])[CH2:14][CH2:13][N:12]([C:15]([C:17]2[CH:18]=[N:19][N:20]3[CH:25]=[CH:24][C:23]([N:26]4[CH2:30][CH2:29][CH2:28][C@@H:27]4[C:31]4[CH:36]=[C:35]([F:37])[CH:34]=[CH:33][C:32]=4[F:38])=[CH:22][C:21]=23)=[O:16])[CH2:11][CH2:10]1, predict the reactants needed to synthesize it. The reactants are: C(OC([NH:8][C:9]1([C:39]([OH:41])=[O:40])[CH2:14][CH2:13][N:12]([C:15]([C:17]2[CH:18]=[N:19][N:20]3[CH:25]=[CH:24][C:23]([N:26]4[CH2:30][CH2:29][CH2:28][C@@H:27]4[C:31]4[CH:36]=[C:35]([F:37])[CH:34]=[CH:33][C:32]=4[F:38])=[CH:22][C:21]=23)=[O:16])[CH2:11][CH2:10]1)=O)(C)(C)C.[ClH:42]. (4) Given the product [C:22]([C:24]1[CH:29]=[C:28]([C:2]2[C:10]3[C:5](=[CH:6][CH:7]=[CH:8][CH:9]=3)[NH:4][C:3]=2[C:11]([O:13][CH2:14][CH3:15])=[O:12])[CH:27]=[CH:26][CH:25]=1)#[N:23], predict the reactants needed to synthesize it. The reactants are: I[C:2]1[C:10]2[C:5](=[CH:6][CH:7]=[CH:8][CH:9]=2)[NH:4][C:3]=1[C:11]([O:13][CH2:14][CH3:15])=[O:12].C([O-])([O-])=O.[Na+].[Na+].[C:22]([C:24]1[CH:25]=[C:26](B(O)O)[CH:27]=[CH:28][CH:29]=1)#[N:23]. (5) Given the product [C:12]([O:11][C:9]([N:22]1[CH2:23][CH2:24][C:17]2([CH3:16])[C:25]([CH3:27])([CH3:26])[CH:21]1[CH2:20][C:19]1[CH:28]=[C:29]([OH:32])[CH:30]=[CH:31][C:18]=12)=[O:10])([CH3:13])([CH3:14])[CH3:15], predict the reactants needed to synthesize it. The reactants are: [C:9](O[C:9]([O:11][C:12]([CH3:15])([CH3:14])[CH3:13])=[O:10])([O:11][C:12]([CH3:15])([CH3:14])[CH3:13])=[O:10].[CH3:16][C:17]12[C:25]([CH3:27])([CH3:26])[CH:21]([NH:22][CH2:23][CH2:24]1)[CH2:20][C:19]1[CH:28]=[C:29]([OH:32])[CH:30]=[CH:31][C:18]2=1.C(N(CC)CC)C.C(OCC)(=O)C.